Dataset: NCI-60 drug combinations with 297,098 pairs across 59 cell lines. Task: Regression. Given two drug SMILES strings and cell line genomic features, predict the synergy score measuring deviation from expected non-interaction effect. (1) Drug 1: CCCCCOC(=O)NC1=NC(=O)N(C=C1F)C2C(C(C(O2)C)O)O. Drug 2: CC1=C(N=C(N=C1N)C(CC(=O)N)NCC(C(=O)N)N)C(=O)NC(C(C2=CN=CN2)OC3C(C(C(C(O3)CO)O)O)OC4C(C(C(C(O4)CO)O)OC(=O)N)O)C(=O)NC(C)C(C(C)C(=O)NC(C(C)O)C(=O)NCCC5=NC(=CS5)C6=NC(=CS6)C(=O)NCCC[S+](C)C)O. Cell line: EKVX. Synergy scores: CSS=1.62, Synergy_ZIP=1.37, Synergy_Bliss=4.71, Synergy_Loewe=-4.22, Synergy_HSA=-0.176. (2) Drug 1: C1CC(=O)NC(=O)C1N2CC3=C(C2=O)C=CC=C3N. Drug 2: C1CCC(C(C1)N)N.C(=O)(C(=O)[O-])[O-].[Pt+4]. Cell line: TK-10. Synergy scores: CSS=4.01, Synergy_ZIP=-2.52, Synergy_Bliss=0.515, Synergy_Loewe=-2.92, Synergy_HSA=0.926. (3) Drug 1: CC1=C(C(CCC1)(C)C)C=CC(=CC=CC(=CC(=O)O)C)C. Drug 2: CN(C(=O)NC(C=O)C(C(C(CO)O)O)O)N=O. Cell line: HT29. Synergy scores: CSS=5.60, Synergy_ZIP=-6.34, Synergy_Bliss=-7.21, Synergy_Loewe=-14.3, Synergy_HSA=-7.70.